Dataset: Catalyst prediction with 721,799 reactions and 888 catalyst types from USPTO. Task: Predict which catalyst facilitates the given reaction. (1) Reactant: [Cl:1][C:2]1[CH:11]=[CH:10][C:9](I)=[CH:8][C:3]=1[C:4]([O:6][CH3:7])=[O:5].C(=O)([O-])[O-].[Cs+].[Cs+].C1C=CC(P(C2C(C3C(P(C4C=CC=CC=4)C4C=CC=CC=4)=CC=C4C=3C=CC=C4)=C3C(C=CC=C3)=CC=2)C2C=CC=CC=2)=CC=1.[CH2:65]([N:67]([CH2:73][CH3:74])[CH:68]1[CH2:72][CH2:71][NH:70][CH2:69]1)[CH3:66]. Product: [Cl:1][C:2]1[CH:11]=[CH:10][C:9]([N:70]2[CH2:71][CH2:72][CH:68]([N:67]([CH2:73][CH3:74])[CH2:65][CH3:66])[CH2:69]2)=[CH:8][C:3]=1[C:4]([O:6][CH3:7])=[O:5]. The catalyst class is: 160. (2) Reactant: [BH4-].[Na+].[O:3]=[C:4]1[CH2:9][CH2:8][CH:7]([CH2:10][NH:11][C:12](=[O:18])[O:13][C:14]([CH3:17])([CH3:16])[CH3:15])[CH2:6][CH2:5]1. Product: [OH:3][CH:4]1[CH2:9][CH2:8][CH:7]([CH2:10][NH:11][C:12](=[O:18])[O:13][C:14]([CH3:16])([CH3:15])[CH3:17])[CH2:6][CH2:5]1. The catalyst class is: 5.